Dataset: Forward reaction prediction with 1.9M reactions from USPTO patents (1976-2016). Task: Predict the product of the given reaction. (1) Given the reactants [OH:1][CH2:2][CH2:3][C@@H:4]1[C@@H:12]([O:13][C:14]2[CH:19]=[CH:18][CH:17]=[CH:16][CH:15]=2)[C@H:11]([CH3:20])[O:10][C:9](=[O:21])[C@@H:8]([NH:22][C:23](=[O:29])[O:24][C:25]([CH3:28])([CH3:27])[CH3:26])[CH2:7][CH2:6][CH2:5]1.[CH3:30]N(C1C2C(N(C)C)=CC=CC=2C=CC=1)C.F[B-](F)(F)F.C[O+](C)C, predict the reaction product. The product is: [CH3:30][O:1][CH2:2][CH2:3][C@@H:4]1[C@@H:12]([O:13][C:14]2[CH:15]=[CH:16][CH:17]=[CH:18][CH:19]=2)[C@H:11]([CH3:20])[O:10][C:9](=[O:21])[C@@H:8]([NH:22][C:23](=[O:29])[O:24][C:25]([CH3:28])([CH3:27])[CH3:26])[CH2:7][CH2:6][CH2:5]1. (2) Given the reactants [NH2:1][C:2]1[S:3][C:4]([C:8]([NH:10][CH2:11][C:12]2[CH:17]=[CH:16][CH:15]=[CH:14][CH:13]=2)=[O:9])=[C:5]([CH3:7])[N:6]=1.C(N(CC)C(C)C)(C)C.Cl[CH2:28][CH2:29][N:30]=[C:31]=[O:32].C(=O)([O-])[O-].[K+].[K+], predict the reaction product. The product is: [CH2:11]([NH:10][C:8]([C:4]1[S:3][C:2]([N:1]2[CH2:28][CH2:29][NH:30][C:31]2=[O:32])=[N:6][C:5]=1[CH3:7])=[O:9])[C:12]1[CH:17]=[CH:16][CH:15]=[CH:14][CH:13]=1. (3) Given the reactants [Si:1]([O:8][CH2:9][C:10]1([CH3:19])[S:16][CH2:15][CH2:14][N:13]=[C:12](SC)[CH2:11]1)([C:4]([CH3:7])([CH3:6])[CH3:5])([CH3:3])[CH3:2].[Br:20][C:21]1[CH:26]=[CH:25][C:24]([C:27]2([C:30]([NH:32][NH2:33])=O)[CH2:29][CH2:28]2)=[CH:23][CH:22]=1, predict the reaction product. The product is: [Br:20][C:21]1[CH:22]=[CH:23][C:24]([C:27]2([C:30]3[N:13]4[CH2:14][CH2:15][S:16][C:10]([CH2:9][O:8][Si:1]([C:4]([CH3:7])([CH3:6])[CH3:5])([CH3:3])[CH3:2])([CH3:19])[CH2:11][C:12]4=[N:33][N:32]=3)[CH2:29][CH2:28]2)=[CH:25][CH:26]=1. (4) Given the reactants C(O[C:4](=[O:8])[O:5][CH2:6][CH3:7])C.[C:9]([C:12]1[CH:21]=[CH:20][C:19]2[C:14](=[CH:15][CH:16]=[CH:17][CH:18]=2)[CH:13]=1)(=[O:11])[CH3:10], predict the reaction product. The product is: [CH2:6]([O:5][C:4](=[O:8])[CH2:10][C:9]([C:12]1[CH:21]=[CH:20][C:19]2[C:14](=[CH:15][CH:16]=[CH:17][CH:18]=2)[CH:13]=1)=[O:11])[CH3:7]. (5) The product is: [NH2:13][C:5]1[C:6]([N+:10]([O-:12])=[O:11])=[CH:7][CH:8]=[CH:9][C:4]=1[C:3]([OH:17])=[O:2]. Given the reactants C[O:2][C:3](=[O:17])[C:4]1[CH:9]=[CH:8][CH:7]=[C:6]([N+:10]([O-:12])=[O:11])[C:5]=1[NH:13]C(=O)C.Cl, predict the reaction product. (6) Given the reactants [C:1]([O:4][C@H:5]([C@H:9]1[O:14][CH2:13][CH2:12][N:11]([C:15]2[CH:20]=[C:19]([C:21]([F:24])([F:23])[F:22])[CH:18]=[C:17]([C:25]([F:28])([F:27])[F:26])[CH:16]=2)[C:10]1=[O:29])[C:6](O)=[O:7])(=[O:3])[CH3:2].[NH2:30][C:31]1[CH:32]=[C:33]2[C:37](=[CH:38][CH:39]=1)[C:36](=[O:40])[NH:35][CH2:34]2, predict the reaction product. The product is: [C:1]([O:4][C@H:5]([C@H:9]1[O:14][CH2:13][CH2:12][N:11]([C:15]2[CH:16]=[C:17]([C:25]([F:26])([F:28])[F:27])[CH:18]=[C:19]([C:21]([F:24])([F:23])[F:22])[CH:20]=2)[C:10]1=[O:29])[C:6](=[O:7])[NH:30][C:31]1[CH:32]=[C:33]2[C:37](=[CH:38][CH:39]=1)[C:36](=[O:40])[NH:35][CH2:34]2)(=[O:3])[CH3:2].